Dataset: Reaction yield outcomes from USPTO patents with 853,638 reactions. Task: Predict the reaction yield, written as a fraction of the theoretical maximum amount of product (1.0 means a 100% yield; for example, 0.34 means a 34% yield). (1) The catalyst is O.C1(C)C=CC=CC=1.C([O-])(=O)C.[Pd+2].C([O-])(=O)C. The yield is 0.590. The reactants are C1(P(C2CCCCC2)C2C=CC=CC=2C2C(OC)=CC=CC=2OC)CCCCC1.P([O-])([O-])([O-])=O.[K+].[K+].[K+].[CH3:38][O:39][C:40](=[O:50])[CH2:41][C:42]1[CH:47]=[CH:46][C:45](Cl)=[CH:44][C:43]=1[F:49].[CH2:51]([C:53]([C:72]1[CH:85]=[CH:84][C:75]([O:76][CH2:77][CH:78]([OH:83])[C:79]([CH3:82])([CH3:81])[CH3:80])=[C:74]([CH3:86])[CH:73]=1)([C:56]1[CH:61]=[CH:60][C:59](B2OC(C)(C)C(C)(C)O2)=[C:58]([CH3:71])[CH:57]=1)[CH2:54][CH3:55])[CH3:52]. The product is [CH3:38][O:39][C:40](=[O:50])[CH2:41][C:42]1[CH:47]=[CH:46][C:45]([C:59]2[CH:60]=[CH:61][C:56]([C:53]([C:72]3[CH:85]=[CH:84][C:75]([O:76][CH2:77][C:78](=[O:83])[C:79]([CH3:81])([CH3:80])[CH3:82])=[C:74]([CH3:86])[CH:73]=3)([CH2:54][CH3:55])[CH2:51][CH3:52])=[CH:57][C:58]=2[CH3:71])=[CH:44][C:43]=1[F:49]. (2) The reactants are [Cl:1][C:2]1[CH:35]=[CH:34][C:5]([CH2:6][CH2:7][NH:8][C:9]([C:11]2[CH:33]=[CH:32][C:14]([O:15][C:16]3[CH:21]=[CH:20][C:19]([CH2:22][C:23]([O:25][C:26]([CH3:29])([CH3:28])[CH3:27])=[O:24])=[CH:18][C:17]=3[CH2:30][NH2:31])=[CH:13][CH:12]=2)=[O:10])=[CH:4][CH:3]=1.Cl.[C:37](Cl)(=[O:44])[C:38]1[CH:43]=[CH:42][CH:41]=[N:40][CH:39]=1.C(N(CC)CC)C. The catalyst is ClCCl. The product is [Cl:1][C:2]1[CH:3]=[CH:4][C:5]([CH2:6][CH2:7][NH:8][C:9]([C:11]2[CH:12]=[CH:13][C:14]([O:15][C:16]3[CH:21]=[CH:20][C:19]([CH2:22][C:23]([O:25][C:26]([CH3:29])([CH3:28])[CH3:27])=[O:24])=[CH:18][C:17]=3[CH2:30][NH:31][C:37](=[O:44])[C:38]3[CH:43]=[CH:42][CH:41]=[N:40][CH:39]=3)=[CH:32][CH:33]=2)=[O:10])=[CH:34][CH:35]=1. The yield is 2.75. (3) No catalyst specified. The product is [F:17][C:18]1[CH:19]=[CH:20][C:21]([C:24]2[O:28][N:27]=[C:26]([C:29]([N:8]3[CH2:7][C@H:6]([CH2:1][CH2:5][CH3:4])[NH:11][C:10](=[O:12])[C@@H:9]3[CH2:13][CH:14]([CH3:15])[CH3:16])=[O:30])[CH:25]=2)=[CH:22][CH:23]=1. The yield is 0.950. The reactants are [CH:1]1([C@@H:6]2[NH:11][C:10](=[O:12])[C@H:9]([CH2:13][CH:14]([CH3:16])[CH3:15])[NH:8][CH2:7]2)[CH2:5][CH2:4]CC1.[F:17][C:18]1[CH:23]=[CH:22][C:21]([C:24]2[O:28][N:27]=[C:26]([C:29](O)=[O:30])[CH:25]=2)=[CH:20][CH:19]=1.C([C@@H]1N(C(=O)/C=C/C2C=CC=CC=2)C[C@H](CC(C)C)NC1=O)C(C)C. (4) The catalyst is CN(C=O)C.C(Cl)Cl. The yield is 0.456. The reactants are [C:1]([C:3]1[C:8](=[O:9])[N:7]([CH2:10][C:11]2[CH:16]=[CH:15][C:14]([CH3:17])=[CH:13][C:12]=2[CH3:18])[C:6]([C:19]2[CH:24]=[CH:23][CH:22]=[C:21]([C:25]3[CH:33]=[C:32]4[C:28]([CH:29]=[C:30]([C:34]([OH:36])=[O:35])[NH:31]4)=[CH:27][CH:26]=3)[N:20]=2)=[CH:5][C:4]=1[C:37]([F:40])([F:39])[F:38])#[N:2].C(Cl)(=O)C(Cl)=O.[CH3:47][N:48]([CH3:53])[CH2:49][CH2:50][CH2:51]O. The product is [C:1]([C:3]1[C:8](=[O:9])[N:7]([CH2:10][C:11]2[CH:16]=[CH:15][C:14]([CH3:17])=[CH:13][C:12]=2[CH3:18])[C:6]([C:19]2[CH:24]=[CH:23][CH:22]=[C:21]([C:25]3[CH:33]=[C:32]4[C:28]([CH:29]=[C:30]([C:34]([O:36][CH2:51][CH2:50][CH2:49][N:48]([CH3:53])[CH3:47])=[O:35])[NH:31]4)=[CH:27][CH:26]=3)[N:20]=2)=[CH:5][C:4]=1[C:37]([F:38])([F:39])[F:40])#[N:2]. (5) The reactants are [CH2:1]([O:3][C:4]1[C:8]([CH2:9][CH2:10][CH2:11][OH:12])=[CH:7][N:6]([C:13]2[CH:18]=[CH:17][C:16]([C:19]([F:22])([F:21])[F:20])=[CH:15][N:14]=2)[N:5]=1)[CH3:2].O[C:24]1[CH:29]=[CH:28][C:27]([O:30][CH3:31])=[CH:26][C:25]=1[CH2:32][CH2:33][C:34]([O:36]CC)=[O:35].[CH2:39](P(CCCC)CCCC)CCC.N(C(N1CCCCC1)=O)=NC(N1CCCCC1)=O. The catalyst is O1CCCC1. The product is [CH2:1]([O:3][C:4]1[C:8]([CH2:9][CH2:10][CH2:11][O:12][C:24]2[CH:29]=[CH:28][C:27]([O:30][CH2:31][CH3:39])=[CH:26][C:25]=2[CH2:32][CH2:33][C:34]([OH:36])=[O:35])=[CH:7][N:6]([C:13]2[CH:18]=[CH:17][C:16]([C:19]([F:21])([F:20])[F:22])=[CH:15][N:14]=2)[N:5]=1)[CH3:2]. The yield is 0.750. (6) The reactants are [Cl:1][C:2]1[C:7]([CH:8]=[O:9])=[CH:6][N:5]=[C:4]2[NH:10][CH:11]=[CH:12][C:3]=12.[H-].[Na+].[CH3:15][C:16]1[CH:21]=[CH:20][C:19]([S:22](Cl)(=[O:24])=[O:23])=[CH:18][CH:17]=1. The catalyst is CN(C=O)C. The product is [Cl:1][C:2]1[C:7]([CH:8]=[O:9])=[CH:6][N:5]=[C:4]2[N:10]([S:22]([C:19]3[CH:20]=[CH:21][C:16]([CH3:15])=[CH:17][CH:18]=3)(=[O:24])=[O:23])[CH:11]=[CH:12][C:3]=12. The yield is 0.870. (7) The reactants are [NH2:1][C:2]1[CH:3]=[CH:4][C:5]([F:19])=[C:6]([C@:8]2([CH3:18])[CH2:14][C:13]([CH3:16])([CH3:15])[O:12][CH2:11][C:10](=[S:17])[NH:9]2)[CH:7]=1.[F:20][C:21]1([F:27])[CH2:23][CH:22]1[C:24](O)=[O:25]. No catalyst specified. The product is [F:19][C:5]1[CH:4]=[CH:3][C:2]([NH:1][C:24]([CH:22]2[CH2:23][C:21]2([F:27])[F:20])=[O:25])=[CH:7][C:6]=1[C@:8]1([CH3:18])[CH2:14][C:13]([CH3:16])([CH3:15])[O:12][CH2:11][C:10](=[S:17])[NH:9]1. The yield is 0.610. (8) The product is [N:7]1[CH:8]=[C:9]([CH2:11][NH:12][C:13]2[CH:18]=[CH:17][CH:16]=[CH:15][N:14]=2)[CH:10]=[N:5][CH:6]=1. The reactants are [BH4-].[Na+].CO.[N:5]1[CH:10]=[C:9]([CH:11]=[N:12][C:13]2[CH:18]=[CH:17][CH:16]=[CH:15][N:14]=2)[CH:8]=[N:7][CH:6]=1.C(O)(=O)C. The catalyst is O1CCCC1.C(OCC)(=O)C.O. The yield is 0.634.